From a dataset of Reaction yield outcomes from USPTO patents with 853,638 reactions. Predict the reaction yield, written as a fraction of the theoretical maximum amount of product (1.0 means a 100% yield; for example, 0.34 means a 34% yield). The reactants are [CH2:1]([N:8]1[CH2:12][C@@H:11]([CH2:13][C:14]([F:17])([F:16])[F:15])[C@H:10]([C:18]([O:20][CH2:21][CH3:22])=[O:19])[CH2:9]1)C1C=CC=CC=1.[CH3:35][C:34]([O:33][C:31](O[C:31]([O:33][C:34]([CH3:37])([CH3:36])[CH3:35])=[O:32])=[O:32])([CH3:37])[CH3:36]. The catalyst is CCO.[OH-].[OH-].[Pd+2]. The product is [C:34]([O:33][C:31](=[O:32])[CH2:1][N:8]1[CH2:12][C@@H:11]([CH2:13][C:14]([F:15])([F:16])[F:17])[C@H:10]([C:18]([O:20][CH2:21][CH3:22])=[O:19])[CH2:9]1)([CH3:35])([CH3:36])[CH3:37]. The yield is 0.730.